From a dataset of Full USPTO retrosynthesis dataset with 1.9M reactions from patents (1976-2016). Predict the reactants needed to synthesize the given product. (1) Given the product [F:28][C:15]1([F:27])[CH:14]([CH2:13][NH:12][C:2]2[C:7]([CH:8]=[O:9])=[CH:6][N:5]=[C:4]([S:10][CH3:11])[N:3]=2)[CH2:19][CH2:18][N:17]([C:20]([O:22][C:23]([CH3:25])([CH3:24])[CH3:26])=[O:21])[CH2:16]1, predict the reactants needed to synthesize it. The reactants are: Cl[C:2]1[C:7]([CH:8]=[O:9])=[CH:6][N:5]=[C:4]([S:10][CH3:11])[N:3]=1.[NH2:12][CH2:13][CH:14]1[CH2:19][CH2:18][N:17]([C:20]([O:22][C:23]([CH3:26])([CH3:25])[CH3:24])=[O:21])[CH2:16][C:15]1([F:28])[F:27]. (2) The reactants are: [Cl:1][C:2]1[CH:8]=[CH:7][C:5]([NH2:6])=[CH:4][CH:3]=1.C[Al](C)C.[F:13][C:14]1[CH:19]=[C:18]([F:20])[CH:17]=[CH:16][C:15]=1[C@@:21]([OH:47])([CH2:41][N:42]1[CH:46]=[N:45][CH:44]=[N:43]1)[C@H:22]([S:24][C@@H:25]1[CH2:30][O:29][C@@H:28]([C:31]2[CH:32]=[C:33]([CH:38]=[CH:39][CH:40]=2)[C:34](OC)=[O:35])[O:27][CH2:26]1)[CH3:23]. Given the product [Cl:1][C:2]1[CH:8]=[CH:7][C:5]([NH:6][C:34](=[O:35])[C:33]2[CH:38]=[CH:39][CH:40]=[C:31]([C@H:28]3[O:27][CH2:26][C@H:25]([S:24][C@H:22]([CH3:23])[C@:21]([C:15]4[CH:16]=[CH:17][C:18]([F:20])=[CH:19][C:14]=4[F:13])([OH:47])[CH2:41][N:42]4[CH:46]=[N:45][CH:44]=[N:43]4)[CH2:30][O:29]3)[CH:32]=2)=[CH:4][CH:3]=1, predict the reactants needed to synthesize it.